Dataset: NCI-60 drug combinations with 297,098 pairs across 59 cell lines. Task: Regression. Given two drug SMILES strings and cell line genomic features, predict the synergy score measuring deviation from expected non-interaction effect. (1) Drug 1: C(CN)CNCCSP(=O)(O)O. Drug 2: CC12CCC3C(C1CCC2OP(=O)(O)O)CCC4=C3C=CC(=C4)OC(=O)N(CCCl)CCCl.[Na+]. Cell line: HS 578T. Synergy scores: CSS=-3.61, Synergy_ZIP=1.60, Synergy_Bliss=3.82, Synergy_Loewe=-2.43, Synergy_HSA=-1.90. (2) Drug 1: C1CCN(CC1)CCOC2=CC=C(C=C2)C(=O)C3=C(SC4=C3C=CC(=C4)O)C5=CC=C(C=C5)O. Drug 2: CC12CCC3C(C1CCC2O)C(CC4=C3C=CC(=C4)O)CCCCCCCCCS(=O)CCCC(C(F)(F)F)(F)F. Cell line: COLO 205. Synergy scores: CSS=1.80, Synergy_ZIP=4.65, Synergy_Bliss=9.59, Synergy_Loewe=4.13, Synergy_HSA=3.25. (3) Drug 1: CC=C1C(=O)NC(C(=O)OC2CC(=O)NC(C(=O)NC(CSSCCC=C2)C(=O)N1)C(C)C)C(C)C. Drug 2: CCN(CC)CCCC(C)NC1=C2C=C(C=CC2=NC3=C1C=CC(=C3)Cl)OC. Cell line: UO-31. Synergy scores: CSS=32.2, Synergy_ZIP=2.06, Synergy_Bliss=5.93, Synergy_Loewe=-4.67, Synergy_HSA=6.57. (4) Drug 1: CC(CN1CC(=O)NC(=O)C1)N2CC(=O)NC(=O)C2. Drug 2: CN(CC1=CN=C2C(=N1)C(=NC(=N2)N)N)C3=CC=C(C=C3)C(=O)NC(CCC(=O)O)C(=O)O. Cell line: SK-MEL-28. Synergy scores: CSS=5.67, Synergy_ZIP=-4.18, Synergy_Bliss=-0.600, Synergy_Loewe=-4.47, Synergy_HSA=-2.69. (5) Drug 1: CC1C(C(CC(O1)OC2CC(OC(C2O)C)OC3=CC4=CC5=C(C(=O)C(C(C5)C(C(=O)C(C(C)O)O)OC)OC6CC(C(C(O6)C)O)OC7CC(C(C(O7)C)O)OC8CC(C(C(O8)C)O)(C)O)C(=C4C(=C3C)O)O)O)O. Drug 2: COCCOC1=C(C=C2C(=C1)C(=NC=N2)NC3=CC=CC(=C3)C#C)OCCOC.Cl. Cell line: COLO 205. Synergy scores: CSS=54.9, Synergy_ZIP=11.6, Synergy_Bliss=9.27, Synergy_Loewe=-18.6, Synergy_HSA=9.18.